Dataset: Forward reaction prediction with 1.9M reactions from USPTO patents (1976-2016). Task: Predict the product of the given reaction. (1) Given the reactants C([N:8]1[CH2:12][CH2:11][C@@:10]([CH3:14])([NH2:13])[CH2:9]1)C1C=CC=CC=1.[H][H].[CH3:29][C:28]([O:27][C:25](O[C:25]([O:27][C:28]([CH3:31])([CH3:30])[CH3:29])=[O:26])=[O:26])([CH3:31])[CH3:30], predict the reaction product. The product is: [NH2:13][C@:10]1([CH3:14])[CH2:11][CH2:12][N:8]([C:25]([O:27][C:28]([CH3:29])([CH3:30])[CH3:31])=[O:26])[CH2:9]1. (2) Given the reactants [Si:1]([O:8][CH2:9][C:10]1[CH:15]=[CH:14][N:13]=[C:12](Cl)[C:11]=1[F:17])([C:4]([CH3:7])([CH3:6])[CH3:5])([CH3:3])[CH3:2].[C:18](=[NH:31])([C:25]1[CH:30]=[CH:29][CH:28]=[CH:27][CH:26]=1)[C:19]1[CH:24]=[CH:23][CH:22]=[CH:21][CH:20]=1.C1C=CC(P(C2C=CC3C(=CC=CC=3)C=2C2C3C(=CC=CC=3)C=CC=2P(C2C=CC=CC=2)C2C=CC=CC=2)C2C=CC=CC=2)=CC=1.CC(C)([O-])C.[Na+], predict the reaction product. The product is: [C:18](=[N:31][C:12]1[C:11]([F:17])=[C:10]([CH2:9][O:8][Si:1]([C:4]([CH3:7])([CH3:6])[CH3:5])([CH3:3])[CH3:2])[CH:15]=[CH:14][N:13]=1)([C:25]1[CH:26]=[CH:27][CH:28]=[CH:29][CH:30]=1)[C:19]1[CH:24]=[CH:23][CH:22]=[CH:21][CH:20]=1.